This data is from Forward reaction prediction with 1.9M reactions from USPTO patents (1976-2016). The task is: Predict the product of the given reaction. (1) Given the reactants [O:1]=[C:2]1[NH:6][C:5](=[O:7])[CH2:4][N:3]1[C@@H:8]([C@@H:16]([CH3:19])[CH2:17][CH3:18])[C:9]([O:11][C:12]([CH3:15])([CH3:14])[CH3:13])=[O:10].[N:20]1[CH:25]=[CH:24][CH:23]=[C:22]([C:26]2[S:27][CH:28]=[C:29]([CH2:31]O)[N:30]=2)[CH:21]=1.C1(P(C2C=CC=CC=2)C2C=CC=CC=2)C=CC=CC=1.N(C(OCC)=O)=NC(OCC)=O, predict the reaction product. The product is: [O:1]=[C:2]1[N:6]([CH2:31][C:29]2[N:30]=[C:26]([C:22]3[CH:21]=[N:20][CH:25]=[CH:24][CH:23]=3)[S:27][CH:28]=2)[C:5](=[O:7])[CH2:4][N:3]1[C@@H:8]([C@@H:16]([CH3:19])[CH2:17][CH3:18])[C:9]([O:11][C:12]([CH3:13])([CH3:14])[CH3:15])=[O:10]. (2) Given the reactants C(Cl)(=O)C(Cl)=O.CN(C)C=O.[C:12]([O:16][C:17](=[O:24])[NH:18][CH:19]([C:21](=O)[NH2:22])[CH3:20])([CH3:15])([CH3:14])[CH3:13].N1C=CC=CC=1, predict the reaction product. The product is: [C:12]([O:16][C:17](=[O:24])[NH:18][CH:19]([C:21]#[N:22])[CH3:20])([CH3:13])([CH3:14])[CH3:15]. (3) Given the reactants [CH3:1][O:2][C:3](=[O:54])[C@@H:4]([NH:19][C:20]([C@@H:22]1[CH2:35][C:34]2[CH:33]=[C:32]3[C:27]([O:28][C@@H:29]([C:38]4[CH:43]=[CH:42][C:41]([OH:44])=[CH:40][CH:39]=4)[C:30](=[O:37])[N:31]3[CH3:36])=[CH:26][C:25]=2[CH2:24][N:23]1[C@H:45]([C:48]1[CH:53]=[CH:52][CH:51]=[CH:50][CH:49]=1)[CH2:46][CH3:47])=[O:21])[CH2:5][C:6]1[CH:11]=[CH:10][C:9]([C:12]2[CH:17]=[CH:16][C:15]([Cl:18])=[CH:14][CH:13]=2)=[CH:8][CH:7]=1.[Cl:55][C:56]1[CH:57]=[C:58]([CH:61]=[CH:62][C:63]=1[Cl:64])[CH2:59]Br.C(=O)([O-])[O-].[K+].[K+].C(=O)([O-])[O-].[Na+].[Na+], predict the reaction product. The product is: [CH3:1][O:2][C:3](=[O:54])[C@@H:4]([NH:19][C:20]([C@@H:22]1[CH2:35][C:34]2[CH:33]=[C:32]3[C:27]([O:28][C@@H:29]([C:38]4[CH:39]=[CH:40][C:41]([O:44][CH2:59][C:58]5[CH:61]=[CH:62][C:63]([Cl:64])=[C:56]([Cl:55])[CH:57]=5)=[CH:42][CH:43]=4)[C:30](=[O:37])[N:31]3[CH3:36])=[CH:26][C:25]=2[CH2:24][N:23]1[C@H:45]([C:48]1[CH:49]=[CH:50][CH:51]=[CH:52][CH:53]=1)[CH2:46][CH3:47])=[O:21])[CH2:5][C:6]1[CH:11]=[CH:10][C:9]([C:12]2[CH:13]=[CH:14][C:15]([Cl:18])=[CH:16][CH:17]=2)=[CH:8][CH:7]=1. (4) Given the reactants [CH3:1][C:2]1[CH:3]=[C:4]([CH3:12])[C:5]2[O:9][C:8](=[O:10])[NH:7][C:6]=2[CH:11]=1.[H-].[Na+].Br[CH2:16][C:17]([O:19][C:20]([CH3:23])([CH3:22])[CH3:21])=[O:18], predict the reaction product. The product is: [CH3:1][C:2]1[CH:3]=[C:4]([CH3:12])[C:5]2[O:9][C:8](=[O:10])[N:7]([CH2:16][C:17]([O:19][C:20]([CH3:23])([CH3:22])[CH3:21])=[O:18])[C:6]=2[CH:11]=1. (5) Given the reactants Br[C:2]1[CH:24]=[CH:23][C:5]([CH2:6][N:7]2[N:16]=[CH:15][C:14]3[C:9](=[C:10]([F:21])[CH:11]=[C:12]([C:17]([CH3:20])([CH3:19])[CH3:18])[CH:13]=3)[C:8]2=[O:22])=[C:4]([CH2:25][OH:26])[CH:3]=1.[CH3:27][O:28][C:29]1[CH:34]=[C:33](B(O)O)[CH:32]=[CH:31][N:30]=1.C([O-])([O-])=O.[K+].[K+], predict the reaction product. The product is: [C:17]([C:12]1[CH:13]=[C:14]2[C:9](=[C:10]([F:21])[CH:11]=1)[C:8](=[O:22])[N:7]([CH2:6][C:5]1[CH:23]=[CH:24][C:2]([C:33]3[CH:32]=[CH:31][N:30]=[C:29]([O:28][CH3:27])[CH:34]=3)=[CH:3][C:4]=1[CH2:25][OH:26])[N:16]=[CH:15]2)([CH3:19])([CH3:20])[CH3:18]. (6) Given the reactants [C:1]([C:3]1[C:4]([N:18]2[CH2:21][CH:20]([C:22](O)=[O:23])[CH2:19]2)=[N:5][C:6]([CH3:17])=[C:7]([C:9]([O:11][CH2:12][C:13]([F:16])([F:15])[F:14])=[O:10])[CH:8]=1)#[N:2].[Cl:25][C:26]1[CH:31]=[CH:30][C:29]([CH2:32][S:33]([NH2:36])(=[O:35])=[O:34])=[CH:28][CH:27]=1.CCN=C=NCCCN(C)C.C1C=CC2N(O)N=NC=2C=1.CCN(C(C)C)C(C)C, predict the reaction product. The product is: [Cl:25][C:26]1[CH:31]=[CH:30][C:29]([CH2:32][S:33]([NH:36][C:22]([CH:20]2[CH2:19][N:18]([C:4]3[C:3]([C:1]#[N:2])=[CH:8][C:7]([C:9]([O:11][CH2:12][C:13]([F:15])([F:14])[F:16])=[O:10])=[C:6]([CH3:17])[N:5]=3)[CH2:21]2)=[O:23])(=[O:34])=[O:35])=[CH:28][CH:27]=1. (7) Given the reactants [C:1]([C:3](=[C:9](OC(=O)C(C)(C)C)[CH:10]([CH2:13][CH3:14])[CH2:11][CH3:12])[C:4]([O:6][CH2:7][CH3:8])=[O:5])#[N:2].[NH3:22], predict the reaction product. The product is: [NH2:22]/[C:9](/[CH:10]([CH2:13][CH3:14])[CH2:11][CH3:12])=[C:3](/[C:1]#[N:2])\[C:4]([O:6][CH2:7][CH3:8])=[O:5]. (8) The product is: [F:1][C:2]1[CH:7]=[C:6]([I:8])[CH:5]=[CH:4][C:3]=1[NH:9][C:10]1[N:15]([CH3:16])[C:14](=[O:17])[C:13]2[CH2:18][CH2:19][CH2:20][C:12]=2[C:11]=1[C:21]([NH:27][NH2:28])=[O:23]. Given the reactants [F:1][C:2]1[CH:7]=[C:6]([I:8])[CH:5]=[CH:4][C:3]=1[NH:9][C:10]1[N:15]([CH3:16])[C:14](=[O:17])[C:13]2[CH2:18][CH2:19][CH2:20][C:12]=2[C:11]=1[C:21]([O:23]CC)=O.O.[NH2:27][NH2:28], predict the reaction product. (9) Given the reactants [CH2:1]([O:3][C:4](=[O:25])[C@@H:5]([NH:9][C:10](=[O:24])[C:11]1[CH:16]=[CH:15][C:14]([N:17]2[CH2:22][CH2:21][C:20](=O)[CH2:19][CH2:18]2)=[CH:13][CH:12]=1)[CH:6]([CH3:8])[CH3:7])[CH3:2].[NH2:26][CH2:27][C@@H:28]([C:30]1[CH:31]=[CH:32][C:33]([OH:41])=[C:34]([NH:36][S:37]([CH3:40])(=[O:39])=[O:38])[CH:35]=1)[OH:29], predict the reaction product. The product is: [CH2:1]([O:3][C:4](=[O:25])[C@@H:5]([NH:9][C:10](=[O:24])[C:11]1[CH:16]=[CH:15][C:14]([N:17]2[CH2:22][CH2:21][CH:20]([NH:26][CH2:27][C@H:28]([OH:29])[C:30]3[CH:31]=[CH:32][C:33]([OH:41])=[C:34]([NH:36][S:37]([CH3:40])(=[O:39])=[O:38])[CH:35]=3)[CH2:19][CH2:18]2)=[CH:13][CH:12]=1)[CH:6]([CH3:8])[CH3:7])[CH3:2]. (10) Given the reactants [N:1]12[CH2:8][CH2:7][C:4]([O:9][C:10](=[O:39])[NH:11][C:12]3[CH:17]=[C:16](/[CH:18]=[CH:19]/[CH2:20][CH2:21][NH:22]C(OCC4C=CC=CC=4)=O)[CH:15]=[CH:14][C:13]=3[C:33]3[CH:38]=[CH:37][CH:36]=[CH:35][CH:34]=3)([CH2:5][CH2:6]1)[CH2:3][CH2:2]2.[H][H], predict the reaction product. The product is: [N:1]12[CH2:2][CH2:3][C:4]([O:9][C:10](=[O:39])[NH:11][C:12]3[CH:17]=[C:16]([CH2:18][CH2:19][CH2:20][CH2:21][NH2:22])[CH:15]=[CH:14][C:13]=3[C:33]3[CH:34]=[CH:35][CH:36]=[CH:37][CH:38]=3)([CH2:7][CH2:8]1)[CH2:5][CH2:6]2.